Dataset: TCR-epitope binding with 47,182 pairs between 192 epitopes and 23,139 TCRs. Task: Binary Classification. Given a T-cell receptor sequence (or CDR3 region) and an epitope sequence, predict whether binding occurs between them. (1) The epitope is KAYNVTQAF. The TCR CDR3 sequence is CASSYERDTQYF. Result: 1 (the TCR binds to the epitope). (2) The epitope is KRWIILGLNK. The TCR CDR3 sequence is CASSPTTYGYTF. Result: 1 (the TCR binds to the epitope). (3) The epitope is YLNTLTLAV. The TCR CDR3 sequence is CASSLGTGTDTQYF. Result: 1 (the TCR binds to the epitope). (4) Result: 1 (the TCR binds to the epitope). The TCR CDR3 sequence is CASSLGDRIYTF. The epitope is IVTDFSVIK.